Dataset: Catalyst prediction with 721,799 reactions and 888 catalyst types from USPTO. Task: Predict which catalyst facilitates the given reaction. (1) Reactant: [CH:1]1[CH:6]=[CH:5][C:4]([O:7][C:8]2[CH:13]=[CH:12][C:11]([F:14])=[CH:10][CH:9]=2)=[CH:3][CH:2]=1.CN(C)CCN(C)CCN(C)C.C([Li])CCC.[C:32](=[O:34])=[O:33].Cl. Product: [F:14][C:11]1[CH:10]=[CH:9][C:8]([O:7][C:4]2[CH:3]=[CH:2][CH:1]=[CH:6][CH:5]=2)=[CH:13][C:12]=1[C:32]([OH:34])=[O:33]. The catalyst class is: 323. (2) Reactant: [F:1][C:2]1[CH:24]=[CH:23][C:22]([CH2:25][N:26]2[CH2:46][CH2:45][C:29]3([O:34][CH2:33][CH2:32][N:31]([C:35]([C:37]4[N:38]=[C:39]([CH:42]([CH3:44])[CH3:43])[S:40][CH:41]=4)=[O:36])[CH2:30]3)[CH2:28][CH2:27]2)=[CH:21][C:3]=1[CH2:4][CH2:5][NH:6][CH2:7][C@@H:8]([C:10]1[C:18]2[S:17][C:16](=[O:19])[NH:15][C:14]=2[C:13]([OH:20])=[CH:12][CH:11]=1)[OH:9].[C:47]([OH:54])(=[O:53])/[CH:48]=[CH:49]/[C:50]([OH:52])=[O:51]. Product: [C:47]([OH:54])(=[O:53])/[CH:48]=[CH:49]/[C:50]([OH:52])=[O:51].[F:1][C:2]1[CH:24]=[CH:23][C:22]([CH2:25][N:26]2[CH2:27][CH2:28][C:29]3([O:34][CH2:33][CH2:32][N:31]([C:35]([C:37]4[N:38]=[C:39]([CH:42]([CH3:44])[CH3:43])[S:40][CH:41]=4)=[O:36])[CH2:30]3)[CH2:45][CH2:46]2)=[CH:21][C:3]=1[CH2:4][CH2:5][NH:6][CH2:7][C@@H:8]([C:10]1[C:18]2[S:17][C:16](=[O:19])[NH:15][C:14]=2[C:13]([OH:20])=[CH:12][CH:11]=1)[OH:9]. The catalyst class is: 8. (3) Reactant: [F:1][C:2]1[CH:11]=[CH:10][CH:9]=[C:8]2[C:3]=1[CH2:4][CH2:5][CH2:6][CH:7]2[C:12](O)=[O:13].B.C1COCC1.CO. Product: [F:1][C:2]1[CH:11]=[CH:10][CH:9]=[C:8]2[C:3]=1[CH2:4][CH2:5][CH2:6][CH:7]2[CH2:12][OH:13]. The catalyst class is: 1. (4) Reactant: [C:1]([O:5][C:6]([C:8]1[C:9]([CH3:41])=[C:10]2[C:14](=[CH:15][CH:16]=1)[C@@H:13]([NH:17][C:18]([C:20]1[N:25]3[N:26]=[CH:27][CH:28]=[C:24]3[N:23]=[C:22]([C:29](=[O:40])[NH:30][CH2:31][C:32]3[CH:37]=[CH:36][C:35]([F:38])=[C:34]([F:39])[CH:33]=3)[CH:21]=1)=[O:19])[CH2:12][CH2:11]2)=[O:7])([CH3:4])([CH3:3])[CH3:2].[I:42]N1C(=O)CCC1=O. Product: [C:1]([O:5][C:6]([C:8]1[C:9]([CH3:41])=[C:10]2[C:14](=[CH:15][CH:16]=1)[C@@H:13]([NH:17][C:18]([C:20]1[N:25]3[N:26]=[CH:27][C:28]([I:42])=[C:24]3[N:23]=[C:22]([C:29](=[O:40])[NH:30][CH2:31][C:32]3[CH:37]=[CH:36][C:35]([F:38])=[C:34]([F:39])[CH:33]=3)[CH:21]=1)=[O:19])[CH2:12][CH2:11]2)=[O:7])([CH3:4])([CH3:3])[CH3:2]. The catalyst class is: 22.